Task: Predict the reactants needed to synthesize the given product.. Dataset: Full USPTO retrosynthesis dataset with 1.9M reactions from patents (1976-2016) (1) The reactants are: [CH2:1]([O:8][C:9]1[C:14](=[O:15])[C:13]([CH:16]([OH:21])[C:17]([F:20])([F:19])[F:18])=[CH:12][NH:11][C:10]=1[CH3:22])[C:2]1[CH:7]=[CH:6][CH:5]=[CH:4][CH:3]=1.[C:23](#N)C.C(=O)([O-])[O-].[K+].[K+].CI. Given the product [CH2:1]([O:8][C:9]1[C:14](=[O:15])[C:13]([CH:16]([OH:21])[C:17]([F:20])([F:18])[F:19])=[CH:12][N:11]([CH3:23])[C:10]=1[CH3:22])[C:2]1[CH:3]=[CH:4][CH:5]=[CH:6][CH:7]=1, predict the reactants needed to synthesize it. (2) Given the product [CH2:13]([N:15]1[CH:19]=[C:18]([CH2:20][N:21]([C:22]2[CH:23]=[CH:24][C:25]([CH:28]([CH3:29])[CH3:30])=[CH:26][CH:27]=2)[C:10]([CH:1]2[C:9]3[C:4](=[CH:5][CH:6]=[CH:7][CH:8]=3)[CH2:3][CH2:2]2)=[O:12])[CH:17]=[N:16]1)[CH3:14], predict the reactants needed to synthesize it. The reactants are: [CH:1]1([C:10]([OH:12])=O)[C:9]2[C:4](=[CH:5][CH:6]=[CH:7][CH:8]=2)[CH2:3][CH2:2]1.[CH2:13]([N:15]1[CH:19]=[C:18]([CH2:20][NH:21][C:22]2[CH:27]=[CH:26][C:25]([CH:28]([CH3:30])[CH3:29])=[CH:24][CH:23]=2)[CH:17]=[N:16]1)[CH3:14]. (3) The reactants are: [N+:1]([C:4]1[CH:9]=[CH:8][C:7]([C:10]2[N:15]=[C:14]3[N:16]([CH2:19][C:20]([F:23])([F:22])[F:21])[N:17]=[CH:18][C:13]3=[C:12](O)[N:11]=2)=[CH:6][CH:5]=1)([O-:3])=[O:2].P(Cl)(Cl)([Cl:27])=O. Given the product [Cl:27][C:12]1[N:11]=[C:10]([C:7]2[CH:8]=[CH:9][C:4]([N+:1]([O-:3])=[O:2])=[CH:5][CH:6]=2)[N:15]=[C:14]2[N:16]([CH2:19][C:20]([F:23])([F:22])[F:21])[N:17]=[CH:18][C:13]=12, predict the reactants needed to synthesize it. (4) Given the product [Cl:18][C:17]1[CH:16]=[CH:15][C:14]([NH:19][C:30]([NH:29][C:23]2[CH:24]=[CH:25][CH:26]=[C:27]([Cl:28])[C:22]=2[Cl:21])=[O:31])=[C:13]([OH:20])[C:12]=1[S:9]([NH:8][CH2:5][CH2:6][CH3:7])(=[O:11])=[O:10], predict the reactants needed to synthesize it. The reactants are: NC(N)=O.[CH2:5]([NH:8][S:9]([C:12]1[C:17]([Cl:18])=[CH:16][CH:15]=[C:14]([NH2:19])[C:13]=1[OH:20])(=[O:11])=[O:10])[CH2:6][CH3:7].[Cl:21][C:22]1[C:27]([Cl:28])=[CH:26][CH:25]=[CH:24][C:23]=1[N:29]=[C:30]=[O:31]. (5) The reactants are: [F-:1].C([N+](CCCC)(CCCC)CCCC)CCC.[CH2:19]([N:26]1[C:30]([CH3:32])([CH3:31])[CH2:29]OS1(=O)=O)[C:20]1[CH:25]=[CH:24][CH:23]=[CH:22][CH:21]=1.S(=O)(=O)(O)O.C(=O)(O)[O-].[Na+]. Given the product [CH2:19]([NH:26][C:30]([CH3:32])([CH3:31])[CH2:29][F:1])[C:20]1[CH:25]=[CH:24][CH:23]=[CH:22][CH:21]=1, predict the reactants needed to synthesize it. (6) Given the product [C:1]([O:5][C:6]([NH:8][C@@H:9]([CH:53]([CH3:55])[CH3:54])[C:10]([O:12][C@H:13]1[CH2:17][C@H:16]([NH:18][C:19]2[C:24]([C:25]([C:27]3[S:28][C:29]([CH3:43])=[C:30]([C@H:32]4[C:41]5[C:36](=[CH:37][CH:38]=[C:39]([Cl:42])[CH:40]=5)[CH2:35][CH2:34][O:33]4)[CH:31]=3)=[O:26])=[CH:23][N:22]=[CH:21][N:20]=2)[CH2:15][C@@H:14]1[CH2:44][OH:45])=[O:11])=[O:7])([CH3:4])([CH3:3])[CH3:2], predict the reactants needed to synthesize it. The reactants are: [C:1]([O:5][C:6]([NH:8][C@@H:9]([CH:53]([CH3:55])[CH3:54])[C:10]([O:12][C@H:13]1[CH2:17][C@H:16]([NH:18][C:19]2[C:24]([C:25]([C:27]3[S:28][C:29]([CH3:43])=[C:30]([C@H:32]4[C:41]5[C:36](=[CH:37][CH:38]=[C:39]([Cl:42])[CH:40]=5)[CH2:35][CH2:34][O:33]4)[CH:31]=3)=[O:26])=[CH:23][N:22]=[CH:21][N:20]=2)[CH2:15][C@@H:14]1[CH2:44][O:45][Si](C(C)(C)C)(C)C)=[O:11])=[O:7])([CH3:4])([CH3:3])[CH3:2]. (7) Given the product [NH2:1][C:2]1[C:11]([F:12])=[C:10]([NH:30][CH2:29][CH2:28][NH:27][C:22]2[CH:23]=[CH:24][CH:25]=[CH:26][N:21]=2)[CH:9]=[C:8]2[C:3]=1[C:4](=[O:20])[C:5]([C:17]([OH:19])=[O:18])=[CH:6][N:7]2[CH:14]1[CH2:16][CH2:15]1, predict the reactants needed to synthesize it. The reactants are: [NH2:1][C:2]1[C:11]([F:12])=[C:10](F)[CH:9]=[C:8]2[C:3]=1[C:4](=[O:20])[C:5]([C:17]([OH:19])=[O:18])=[CH:6][N:7]2[CH:14]1[CH2:16][CH2:15]1.[N:21]1[CH:26]=[CH:25][CH:24]=[CH:23][C:22]=1[NH:27][CH2:28][CH2:29][NH2:30].C(N(CC)CC)C.[NH4+].[Cl-]. (8) The reactants are: [H-].[Na+].[CH3:3][O:4][C:5]([C:7]1[CH:12]=[CH:11][C:10]([CH2:13][CH2:14][CH:15]([C:22]([O:24][CH2:25][CH:26]=[CH2:27])=[O:23])[C:16]([O:18][CH2:19][CH:20]=[CH2:21])=[O:17])=[CH:9][CH:8]=1)=[O:6].Br[CH2:29][CH2:30][C:31]1([CH2:34][C:35]([O:37][CH2:38][CH3:39])=[O:36])[CH2:33][CH2:32]1.O. Given the product [CH2:38]([O:37][C:35](=[O:36])[CH2:34][C:31]1([CH2:30][CH2:29][C:15]([CH2:14][CH2:13][C:10]2[CH:9]=[CH:8][C:7]([C:5]([O:4][CH3:3])=[O:6])=[CH:12][CH:11]=2)([C:22]([O:24][CH2:25][CH:26]=[CH2:27])=[O:23])[C:16]([O:18][CH2:19][CH:20]=[CH2:21])=[O:17])[CH2:32][CH2:33]1)[CH3:39], predict the reactants needed to synthesize it.